This data is from Catalyst prediction with 721,799 reactions and 888 catalyst types from USPTO. The task is: Predict which catalyst facilitates the given reaction. (1) Reactant: S(=O)(=O)(O)[OH:2].N[C:7]1[CH:12]=[CH:11][C:10]([CH2:13][S:14]([NH:17][CH3:18])(=[O:16])=[O:15])=[CH:9][CH:8]=1.N([O-])=O.[Na+]. Product: [OH:2][C:7]1[CH:12]=[CH:11][C:10]([CH2:13][S:14]([NH:17][CH3:18])(=[O:16])=[O:15])=[CH:9][CH:8]=1. The catalyst class is: 6. (2) Reactant: N(C(OCC)=O)=NC(OCC)=O.[C:13]1(=[O:23])[NH:17][C:16](=[O:18])[C:15]2=[CH:19][CH:20]=[CH:21][CH:22]=[C:14]12.O[CH2:25][C:26]([CH3:32])([CH3:31])[C:27]([O:29][CH3:30])=[O:28].C1(P(C2C=CC=CC=2)C2C=CC=CC=2)C=CC=CC=1. Product: [O:18]=[C:16]1[C:15]2[C:14](=[CH:22][CH:21]=[CH:20][CH:19]=2)[C:13](=[O:23])[N:17]1[CH2:25][C:26]([CH3:32])([CH3:31])[C:27]([O:29][CH3:30])=[O:28]. The catalyst class is: 247. (3) Reactant: [Cl:1][C:2]1[CH:3]=[N:4][C:5]([C:8]([C@H:11]2[CH2:16][CH2:15][C@H:14]([C:17]([O:19][CH3:20])=[O:18])[CH2:13][CH2:12]2)(O)[CH3:9])=[N:6][CH:7]=1.C(N(CC)CC)C.CS(Cl)(=O)=O. Product: [Cl:1][C:2]1[CH:7]=[N:6][C:5]([C:8]([C@H:11]2[CH2:16][CH2:15][C@H:14]([C:17]([O:19][CH3:20])=[O:18])[CH2:13][CH2:12]2)=[CH2:9])=[N:4][CH:3]=1. The catalyst class is: 4. (4) Reactant: C1C2C(COC([N:18]3[CH2:23][CH2:22][C:21]([C:30]4[CH:35]=[CH:34][C:33]([OH:36])=[CH:32][CH:31]=4)([C:24]4[CH:29]=[CH:28][CH:27]=[CH:26][CH:25]=4)[CH2:20][CH2:19]3)=O)C3C(=CC=CC=3)C=2C=CC=1.N1CCCCC1. Product: [C:24]1([C:21]2([C:30]3[CH:31]=[CH:32][C:33]([OH:36])=[CH:34][CH:35]=3)[CH2:20][CH2:19][NH:18][CH2:23][CH2:22]2)[CH:25]=[CH:26][CH:27]=[CH:28][CH:29]=1. The catalyst class is: 3.